Predict the product of the given reaction. From a dataset of Forward reaction prediction with 1.9M reactions from USPTO patents (1976-2016). Given the reactants C([NH:8][C:9]1[C:10]([CH3:27])=[C:11]([CH3:26])[C:12]2[O:16][CH2:15][CH:14]([C:17]3[CH:22]=[CH:21][C:20]([CH3:23])=[CH:19][CH:18]=3)[C:13]=2[C:24]=1[CH3:25])C1C=CC=CC=1, predict the reaction product. The product is: [CH3:25][C:24]1[C:13]2[CH:14]([C:17]3[CH:22]=[CH:21][C:20]([CH3:23])=[CH:19][CH:18]=3)[CH2:15][O:16][C:12]=2[C:11]([CH3:26])=[C:10]([CH3:27])[C:9]=1[NH2:8].